From a dataset of CYP2C19 inhibition data for predicting drug metabolism from PubChem BioAssay. Regression/Classification. Given a drug SMILES string, predict its absorption, distribution, metabolism, or excretion properties. Task type varies by dataset: regression for continuous measurements (e.g., permeability, clearance, half-life) or binary classification for categorical outcomes (e.g., BBB penetration, CYP inhibition). Dataset: cyp2c19_veith. (1) The compound is C[C@H]1C[C@@H](C)CN(S(=O)(=O)c2cc(Cl)c(Oc3ccc([N+](=O)[O-])cc3Cl)c(Cl)c2)C1. The result is 0 (non-inhibitor). (2) The result is 0 (non-inhibitor). The compound is O=C(O)/C(=C\c1ccc(O)cc1)c1cccc2ccccc12. (3) The molecule is Cc1noc(C)c1COc1ccc(C(=O)NCC2CCCO2)cc1. The result is 0 (non-inhibitor). (4) The compound is CC(=O)OC[C@H]1O[C@@H](CCO/N=C2\[C@@H]3CCn4c(=O)n(-c5ccccc5)c(=O)n4[C@H]3[C@H](O)[C@H]3O[C@H]23)C=C[C@@H]1OC(C)=O. The result is 0 (non-inhibitor).